From a dataset of Reaction yield outcomes from USPTO patents with 853,638 reactions. Predict the reaction yield, written as a fraction of the theoretical maximum amount of product (1.0 means a 100% yield; for example, 0.34 means a 34% yield). (1) The reactants are Cl.[CH3:2][NH:3][O:4][CH3:5].[Cl:6][C:7]1[CH:8]=[C:9]([CH:13]=[CH:14][C:15]=1[Cl:16])[C:10](Cl)=[O:11].CCN(C(C)C)C(C)C.O. The catalyst is CCOC(C)=O. The product is [Cl:6][C:7]1[CH:8]=[C:9]([CH:13]=[CH:14][C:15]=1[Cl:16])[C:10]([N:3]([O:4][CH3:5])[CH3:2])=[O:11]. The yield is 1.00. (2) The reactants are [C:1]1([CH3:11])[CH:6]=[CH:5][C:4]([S:7](Cl)(=[O:9])=[O:8])=[CH:3][CH:2]=1.[F:12][C:13]1[CH:21]=[C:20]2[C:16]([CH2:17][CH2:18][NH:19]2)=[CH:15][CH:14]=1.[NH4+].[Cl-]. The catalyst is C1COCC1.N1C=CC=CC=1. The product is [F:12][C:13]1[CH:21]=[C:20]2[C:16]([CH2:17][CH2:18][N:19]2[S:7]([C:4]2[CH:5]=[CH:6][C:1]([CH3:11])=[CH:2][CH:3]=2)(=[O:9])=[O:8])=[CH:15][CH:14]=1. The yield is 0.610. (3) The reactants are [S:1](=[O:39])(=[O:38])([O:3][CH2:4][C@@H:5]1[CH2:9][C@@H:8]([O:10][C:11]2[CH:16]=[CH:15][N:14]=[C:13]([NH:17][C@@H:18]3[C:26]4[C:21](=[CH:22][C:23]([Cl:27])=[CH:24][CH:25]=4)[C:20]([CH3:29])([CH3:28])[CH2:19]3)[CH:12]=2)[CH2:7][C@@H:6]1[O:30][Si](C(C)(C)C)(C)C)[NH2:2]. The catalyst is Cl.C(O)C. The product is [S:1](=[O:39])(=[O:38])([O:3][CH2:4][C@@H:5]1[CH2:9][C@@H:8]([O:10][C:11]2[CH:16]=[CH:15][N:14]=[C:13]([NH:17][C@@H:18]3[C:26]4[C:21](=[CH:22][C:23]([Cl:27])=[CH:24][CH:25]=4)[C:20]([CH3:28])([CH3:29])[CH2:19]3)[CH:12]=2)[CH2:7][C@@H:6]1[OH:30])[NH2:2]. The yield is 0.710. (4) The reactants are FC(F)(F)C(OC(=O)C(F)(F)F)=O.[N+:14]([C:17]1[CH:37]=[CH:36][C:20]([CH2:21][O:22][C:23]([N:25]2[CH2:30][CH2:29][N:28]([N:31]=O)[CH:27]([C:33]([OH:35])=[O:34])[CH2:26]2)=[O:24])=[CH:19][CH:18]=1)([O-:16])=[O:15]. The catalyst is C1COCC1. The product is [N+:14]([C:17]1[CH:37]=[CH:36][C:20]([CH2:21][O:22][C:23]([N:25]2[CH2:30][CH2:29][N+:28]3[C-:27]([C:33](=[O:35])[O:34][N:31]=3)[CH2:26]2)=[O:24])=[CH:19][CH:18]=1)([O-:16])=[O:15]. The yield is 0.910. (5) The reactants are [NH:1]1[C:9]2[C:4](=[CH:5][CH:6]=[C:7]3[CH2:13][CH2:12][CH2:11][CH2:10][C:8]3=2)[C:3](=O)[C:2]1=[O:15].C(OC[C:21](=O)[CH2:22][C:23]1[CH:28]=[CH:27][C:26]([Cl:29])=[C:25]([Cl:30])[CH:24]=1)(=O)C.[C:32]([OH:35])(=[O:34])C.Cl. The catalyst is C(O)C.[OH-].[Na+].O.C(#N)C. The product is [Cl:30][C:25]1[CH:24]=[C:23]([CH:28]=[CH:27][C:26]=1[Cl:29])[CH2:22][C:21]1[C:2]([OH:15])=[C:3]([C:32]([OH:35])=[O:34])[C:4]2[C:9](=[C:8]3[CH2:10][CH2:11][CH2:12][CH2:13][C:7]3=[CH:6][CH:5]=2)[N:1]=1. The yield is 0.200.